From a dataset of Full USPTO retrosynthesis dataset with 1.9M reactions from patents (1976-2016). Predict the reactants needed to synthesize the given product. (1) Given the product [Cl:37][C:25]1[CH:24]=[C:23]([S:20]([NH:19][C@@H:14]2[CH2:15][CH2:16][CH2:17][C:18]3[C:9]([O:8][CH2:7][C:6]([OH:38])=[O:5])=[CH:10][CH:11]=[CH:12][C:13]2=3)(=[O:21])=[O:22])[CH:28]=[CH:27][C:26]=1[O:29][C:30]1[CH:35]=[CH:34][C:33]([Cl:36])=[CH:32][CH:31]=1, predict the reactants needed to synthesize it. The reactants are: C([O:5][C:6](=[O:38])[CH2:7][O:8][C:9]1[C:18]2[CH2:17][CH2:16][CH2:15][C@@H:14]([NH:19][S:20]([C:23]3[CH:28]=[CH:27][C:26]([O:29][C:30]4[CH:35]=[CH:34][C:33]([Cl:36])=[CH:32][CH:31]=4)=[C:25]([Cl:37])[CH:24]=3)(=[O:22])=[O:21])[C:13]=2[CH:12]=[CH:11][CH:10]=1)(C)(C)C.[OH-].[Na+]. (2) Given the product [C:14]([O:18][C:19]([N:2]1[CH2:3][CH2:4][C:5]2[C:13]3[C:8](=[CH:9][CH:10]=[CH:11][CH:12]=3)[NH:7][C:6]=2[CH2:1]1)=[O:20])([CH3:17])([CH3:16])[CH3:15], predict the reactants needed to synthesize it. The reactants are: [CH2:1]1[C:6]2[NH:7][C:8]3[C:13]([C:5]=2[CH2:4][CH2:3][NH:2]1)=[CH:12][CH:11]=[CH:10][CH:9]=3.[C:14]([O:18][C:19](O[C:19]([O:18][C:14]([CH3:17])([CH3:16])[CH3:15])=[O:20])=[O:20])([CH3:17])([CH3:16])[CH3:15].C(N(CC)CC)C. (3) The reactants are: [C:1]1([C@@H:7]2[CH2:9][C@H:8]2[C:10]([OH:12])=O)[CH:6]=[CH:5][CH:4]=[CH:3][CH:2]=1.[CH3:13][Li]. Given the product [C:1]1([C@@H:7]2[CH2:9][C@H:8]2[C:10](=[O:12])[CH3:13])[CH:2]=[CH:3][CH:4]=[CH:5][CH:6]=1, predict the reactants needed to synthesize it.